Dataset: Forward reaction prediction with 1.9M reactions from USPTO patents (1976-2016). Task: Predict the product of the given reaction. (1) Given the reactants Cl.[CH3:2][C@H:3]1[CH2:8][O:7][CH2:6][CH2:5][NH:4]1.[Cl:9][C:10]1[N:15]=[C:14]([N:16]([C:32]([O:34][C:35]([CH3:38])([CH3:37])[CH3:36])=[O:33])[N:17]([C:25]([O:27][C:28]([CH3:31])([CH3:30])[CH3:29])=[O:26])[C:18]([O:20][C:21]([CH3:24])([CH3:23])[CH3:22])=[O:19])[C:13]([F:39])=[C:12](Cl)[N:11]=1.C(N(CC)C(C)C)(C)C, predict the reaction product. The product is: [Cl:9][C:10]1[N:15]=[C:14]([N:16]([C:32]([O:34][C:35]([CH3:38])([CH3:37])[CH3:36])=[O:33])[N:17]([C:18]([O:20][C:21]([CH3:22])([CH3:23])[CH3:24])=[O:19])[C:25]([O:27][C:28]([CH3:29])([CH3:30])[CH3:31])=[O:26])[C:13]([F:39])=[C:12]([N:4]2[CH2:5][CH2:6][O:7][CH2:8][C@@H:3]2[CH3:2])[N:11]=1. (2) Given the reactants [C:1]1([CH2:7][CH2:8][OH:9])[CH:6]=[CH:5][CH:4]=[CH:3][CH:2]=1.[ClH:10].[NH2:11][CH2:12][C:13](=[O:19])[CH2:14][CH2:15][C:16](O)=[O:17], predict the reaction product. The product is: [ClH:10].[NH2:11][CH2:12][C:13](=[O:19])[CH2:14][CH2:15][C:16]([O:9][CH2:8][CH2:7][C:1]1[CH:6]=[CH:5][CH:4]=[CH:3][CH:2]=1)=[O:17]. (3) Given the reactants [F:1][C:2]1[N:7]=[C:6](B(O)O)[CH:5]=[CH:4][CH:3]=1.Cl[C:12]1[C:21]([N:22]([CH:24]([CH3:26])[CH3:25])[CH3:23])=[N:20][C:19]2[C:14](=[CH:15][CH:16]=[C:17]([C:27]([O:29][CH3:30])=[O:28])[CH:18]=2)[N:13]=1.[O-]P([O-])([O-])=O.[K+].[K+].[K+], predict the reaction product. The product is: [F:1][C:2]1[N:7]=[C:6]([C:12]2[C:21]([N:22]([CH:24]([CH3:26])[CH3:25])[CH3:23])=[N:20][C:19]3[C:14](=[CH:15][CH:16]=[C:17]([C:27]([O:29][CH3:30])=[O:28])[CH:18]=3)[N:13]=2)[CH:5]=[CH:4][CH:3]=1. (4) Given the reactants [F:1][C:2]1[C:3]([N:12]2[N:16]=[CH:15][CH:14]=[N:13]2)=[C:4]([CH:8]=[CH:9][C:10]=1[CH3:11])[C:5]([OH:7])=O.[CH3:17][C@@H:18]1[CH2:23][CH2:22][CH2:21][NH:20][C@@H:19]1[CH2:24][N:25]1C(=O)C2C(=CC=CC=2)C1=O.Cl[C:37]1[CH:42]=[CH:41][C:40]([C:43]([F:46])([F:45])[F:44])=[CH:39][N:38]=1, predict the reaction product. The product is: [F:1][C:2]1[C:3]([N:12]2[N:16]=[CH:15][CH:14]=[N:13]2)=[C:4]([C:5]([N:20]2[CH2:21][CH2:22][CH2:23][C@@H:18]([CH3:17])[C@H:19]2[CH2:24][NH:25][C:37]2[CH:42]=[CH:41][C:40]([C:43]([F:46])([F:45])[F:44])=[CH:39][N:38]=2)=[O:7])[CH:8]=[CH:9][C:10]=1[CH3:11]. (5) Given the reactants [Cl:1][C:2]1[CH:3]=[CH:4][C:5]2[N:11]3[C:12]([C:15]([F:18])([F:17])[F:16])=[N:13][N:14]=[C:10]3[C@@H:9]([CH2:19][C:20]([O:22][CH2:23][CH3:24])=[O:21])[O:8][C@H:7]([C:25]3[CH:30]=[CH:29][CH:28]=[C:27]([O:31][CH3:32])[C:26]=3[O:33][C:34]([F:37])([F:36])[F:35])[C:6]=2[CH:38]=1.CCCCCC, predict the reaction product. The product is: [Cl:1][C:2]1[CH:3]=[CH:4][C:5]2[N:11]3[C:12]([C:15]([F:18])([F:17])[F:16])=[N:13][N:14]=[C:10]3[C@H:9]([CH2:19][C:20]([O:22][CH2:23][CH3:24])=[O:21])[O:8][C@@H:7]([C:25]3[CH:30]=[CH:29][CH:28]=[C:27]([O:31][CH3:32])[C:26]=3[O:33][C:34]([F:37])([F:35])[F:36])[C:6]=2[CH:38]=1.[Cl:1][C:2]1[CH:3]=[CH:4][C:5]2[N:11]3[C:12]([C:15]([F:18])([F:17])[F:16])=[N:13][N:14]=[C:10]3[C@@H:9]([CH2:19][C:20]([O:22][CH2:23][CH3:24])=[O:21])[O:8][C@H:7]([C:25]3[CH:30]=[CH:29][CH:28]=[C:27]([O:31][CH3:32])[C:26]=3[O:33][C:34]([F:37])([F:35])[F:36])[C:6]=2[CH:38]=1. (6) Given the reactants [CH3:1][C:2]1[CH:11]=[CH:10][CH:9]=[C:8]2[C:3]=1[C:4](=O)[NH:5][CH:6]=[N:7]2.O=P(Cl)(Cl)[Cl:15], predict the reaction product. The product is: [Cl:15][C:4]1[C:3]2[C:8](=[CH:9][CH:10]=[CH:11][C:2]=2[CH3:1])[N:7]=[CH:6][N:5]=1. (7) Given the reactants [C:1]([Si:5](Cl)([C:12]1[CH:17]=[CH:16][CH:15]=[CH:14][CH:13]=1)[C:6]1[CH:11]=[CH:10][CH:9]=[CH:8][CH:7]=1)([CH3:4])([CH3:3])[CH3:2].[OH:19][CH2:20][CH2:21][C:22]1([CH2:28][CH2:29][OH:30])[CH2:27][CH2:26][CH2:25][CH2:24][CH2:23]1.[Cl-].[NH4+], predict the reaction product. The product is: [O:19]([CH2:20][CH2:21][C:22]1([CH2:28][CH2:29][OH:30])[CH2:23][CH2:24][CH2:25][CH2:26][CH2:27]1)[Si:5]([C:1]([CH3:4])([CH3:3])[CH3:2])([C:12]1[CH:17]=[CH:16][CH:15]=[CH:14][CH:13]=1)[C:6]1[CH:11]=[CH:10][CH:9]=[CH:8][CH:7]=1.